This data is from Catalyst prediction with 721,799 reactions and 888 catalyst types from USPTO. The task is: Predict which catalyst facilitates the given reaction. Reactant: [CH3:1][C:2]1[N:3]([CH2:21][C:22]([O:24][CH2:25][CH3:26])=[O:23])[C:4]2[C:9]([C:10]=1[CH2:11][C:12]1[CH:17]=[CH:16][C:15]([N+:18]([O-])=O)=[CH:14][CH:13]=1)=[CH:8][CH:7]=[CH:6][CH:5]=2. Product: [NH2:18][C:15]1[CH:14]=[CH:13][C:12]([CH2:11][C:10]2[C:9]3[C:4](=[CH:5][CH:6]=[CH:7][CH:8]=3)[N:3]([CH2:21][C:22]([O:24][CH2:25][CH3:26])=[O:23])[C:2]=2[CH3:1])=[CH:17][CH:16]=1. The catalyst class is: 19.